From a dataset of Full USPTO retrosynthesis dataset with 1.9M reactions from patents (1976-2016). Predict the reactants needed to synthesize the given product. (1) The reactants are: [CH2:1]([N:8]1[CH2:13][CH2:12][N:11]([CH2:14][CH:15]([C:18]2([OH:31])[CH2:27][CH2:26][C@:25]3([CH3:28])[C:20](=[C:21]([CH3:29])[CH2:22][CH2:23][CH2:24]3)[C@@H:19]2O)[CH2:16][OH:17])[CH2:10][CH2:9]1)[C:2]1[CH:7]=[CH:6][CH:5]=[CH:4][CH:3]=1.C1(C)C=CC(S(Cl)(=O)=O)=CC=1. Given the product [CH2:1]([N:8]1[CH2:13][CH2:12][N:11]([CH2:14][CH:15]2[CH2:16][O:17][C@H:27]3[C:26]4[C@@:21]([CH3:29])([CH2:20][CH2:19][C:18]23[OH:31])[CH2:22][CH2:23][CH2:24][C:25]=4[CH3:28])[CH2:10][CH2:9]1)[C:2]1[CH:7]=[CH:6][CH:5]=[CH:4][CH:3]=1, predict the reactants needed to synthesize it. (2) Given the product [C:10]([NH:14][C:15](=[O:23])[C:16]1[C:21]([C:2]2[CH:3]=[CH:4][CH:5]=[CH:6][C:1]=2[CH3:9])=[CH:20][C:19]([CH3:22])=[N:18][CH:17]=1)([CH3:13])([CH3:12])[CH3:11], predict the reactants needed to synthesize it. The reactants are: [C:1]1([CH3:9])[CH:6]=[CH:5][CH:4]=[CH:3][C:2]=1[Mg]Cl.[C:10]([NH:14][C:15](=[O:23])[C:16]1[CH:21]=[CH:20][C:19]([CH3:22])=[N:18][CH:17]=1)([CH3:13])([CH3:12])[CH3:11].CO.ClC1C(=O)C(C#N)=C(C#N)C(=O)C=1Cl. (3) Given the product [ClH:40].[ClH:40].[NH2:5][CH2:4][C:3]1[CH:13]=[CH:14][CH:15]=[CH:16][C:2]=1[C:60]1[C:54]2[O:53][C:52]([C:50]([NH:49][C@H:43]3[CH:44]4[CH2:45][CH2:46][N:41]([CH2:48][CH2:47]4)[CH2:42]3)=[O:51])=[CH:56][C:55]=2[CH:57]=[CH:58][CH:59]=1, predict the reactants needed to synthesize it. The reactants are: Br[C:2]1[CH:16]=[CH:15][CH:14]=[CH:13][C:3]=1[CH2:4][NH:5]C(=O)OC(C)(C)C.B1(B2OC(C)(C)C(C)(C)O2)OC(C)(C)C(C)(C)O1.C([O-])(=O)C.[K+].[ClH:40].[N:41]12[CH2:48][CH2:47][CH:44]([CH2:45][CH2:46]1)[C@H:43]([NH:49][C:50]([C:52]1[O:53][C:54]3[C:60](Br)=[CH:59][CH:58]=[CH:57][C:55]=3[CH:56]=1)=[O:51])[CH2:42]2.C(=O)([O-])[O-].[Na+].[Na+]. (4) Given the product [Cl:47][C:45]1[N:40]=[CH:41][C:42]([CH2:34][C:35]([NH:21][CH2:20][C:17]2[CH:18]=[CH:19][C:14]([N:11]3[CH2:12][CH2:13][C:9]([C:4]4[CH:5]=[C:6]([Cl:8])[CH:7]=[C:2]([Cl:1])[CH:3]=4)([C:26]([F:29])([F:28])[F:27])[CH2:10]3)=[CH:15][C:16]=2[C:22]([F:23])([F:24])[F:25])=[O:36])=[CH:43][CH:44]=1, predict the reactants needed to synthesize it. The reactants are: [Cl:1][C:2]1[CH:3]=[C:4]([C:9]2([C:26]([F:29])([F:28])[F:27])[CH2:13][CH2:12][N:11]([C:14]3[CH:19]=[CH:18][C:17]([CH2:20][NH2:21])=[C:16]([C:22]([F:25])([F:24])[F:23])[CH:15]=3)[CH2:10]2)[CH:5]=[C:6]([Cl:8])[CH:7]=1.ClC1C=C[C:34]([C:35](Cl)=[O:36])=CN=1.[N:40]1[CH:45]=[CH:44][CH:43]=[CH:42][CH:41]=1.C(Cl)[Cl:47]. (5) Given the product [CH:15]1[N:4]2[C:5]3[C:10]([C:11](=[O:13])[NH:12][C:3]2=[N:1][N:2]=1)=[CH:9][CH:8]=[CH:7][CH:6]=3, predict the reactants needed to synthesize it. The reactants are: [NH:1]([C:3]1[NH:12][C:11](=[O:13])[C:10]2[C:5](=[CH:6][CH:7]=[CH:8][CH:9]=2)[N:4]=1)[NH2:2].O.[CH:15](O)=O. (6) Given the product [CH3:38][CH:36]([O:35][C:33]([N:30]1[CH2:31][CH2:32][CH:27]([CH2:26][O:25][C:18]2[C:19]([C:21]([O:23][CH3:24])=[O:22])=[N:20][C:15]([C:8]3[CH:9]=[CH:10][C:5]([S:2]([CH3:1])(=[O:4])=[O:3])=[CH:6][CH:7]=3)=[CH:16][CH:17]=2)[CH2:28][CH2:29]1)=[O:34])[CH3:37], predict the reactants needed to synthesize it. The reactants are: [CH3:1][S:2]([C:5]1[CH:10]=[CH:9][C:8](B(O)O)=[CH:7][CH:6]=1)(=[O:4])=[O:3].Br[C:15]1[N:20]=[C:19]([C:21]([O:23][CH3:24])=[O:22])[C:18]([O:25][CH2:26][CH:27]2[CH2:32][CH2:31][N:30]([C:33]([O:35][CH:36]([CH3:38])[CH3:37])=[O:34])[CH2:29][CH2:28]2)=[CH:17][CH:16]=1.C([O-])([O-])=O.[Na+].[Na+].